This data is from Reaction yield outcomes from USPTO patents with 853,638 reactions. The task is: Predict the reaction yield, written as a fraction of the theoretical maximum amount of product (1.0 means a 100% yield; for example, 0.34 means a 34% yield). The reactants are Cl[CH2:2][C:3]1[CH:4]=[C:5]([C:21]([NH:23][CH2:24][C:25]2[CH:30]=[CH:29][C:28]([S:31]([CH:34]([CH3:36])[CH3:35])(=[O:33])=[O:32])=[CH:27][CH:26]=2)=[O:22])[C:6](=[O:20])[N:7]([C:10]2[CH:15]=[CH:14][CH:13]=[C:12]([C:16]([F:19])([F:18])[F:17])[CH:11]=2)[C:8]=1[CH3:9].[CH3:37][S:38]([O-:40])=[O:39].[Na+]. The catalyst is CS(C)=O. The product is [CH:34]1([S:31]([C:28]2[CH:27]=[CH:26][C:25]([CH2:24][NH:23][C:21]([C:5]3[C:6](=[O:20])[N:7]([C:10]4[CH:15]=[CH:14][CH:13]=[C:12]([C:16]([F:17])([F:19])[F:18])[CH:11]=4)[C:8]([CH3:9])=[C:3]([CH2:2][S:38]([CH3:37])(=[O:40])=[O:39])[CH:4]=3)=[O:22])=[CH:30][CH:29]=2)(=[O:33])=[O:32])[CH2:35][CH2:36]1. The yield is 0.160.